Dataset: Full USPTO retrosynthesis dataset with 1.9M reactions from patents (1976-2016). Task: Predict the reactants needed to synthesize the given product. (1) Given the product [Br:19][C:20]1[CH:21]=[C:22]([O:16][C:13]2[CH:14]=[CH:15][C:10]([S:7]([CH3:6])(=[O:8])=[O:9])=[CH:11][CH:12]=2)[C:23]([C:26]#[N:27])=[N:24][CH:25]=1, predict the reactants needed to synthesize it. The reactants are: CN(C)C=O.[CH3:6][S:7]([C:10]1[CH:15]=[CH:14][C:13]([OH:16])=[CH:12][CH:11]=1)(=[O:9])=[O:8].[H-].[Na+].[Br:19][C:20]1[CH:21]=[C:22]([N+]([O-])=O)[C:23]([C:26]#[N:27])=[N:24][CH:25]=1. (2) The reactants are: [C:1]([C:3]1[CH:8]=[CH:7][C:6]([N:9]([CH2:14][CH2:15][CH3:16])[CH2:10][C:11]([OH:13])=O)=[CH:5][C:4]=1[C:17]([F:20])([F:19])[F:18])#[N:2].[CH2:21]([NH2:28])[C:22]1[CH:27]=[CH:26][CH:25]=[CH:24][CH:23]=1. Given the product [C:1]([C:3]1[CH:8]=[CH:7][C:6]([N:9]([CH2:14][CH2:15][CH3:16])[CH2:10][C:11]([NH:28][CH2:21][C:22]2[CH:27]=[CH:26][CH:25]=[CH:24][CH:23]=2)=[O:13])=[CH:5][C:4]=1[C:17]([F:20])([F:19])[F:18])#[N:2], predict the reactants needed to synthesize it. (3) Given the product [Cl:1][C:2]1[CH:3]=[C:4]([NH:9][C:10]2[C:19]3[C:14](=[CH:15][C:16]([O:22][CH2:23][C:24]4[N:28]=[C:27]([CH:29]5[CH2:34][CH2:33][NH:32][CH2:31][CH2:30]5)[O:26][N:25]=4)=[C:17]([O:20][CH3:21])[CH:18]=3)[N:13]=[CH:12][N:11]=2)[CH:5]=[CH:6][C:7]=1[Cl:8], predict the reactants needed to synthesize it. The reactants are: [Cl:1][C:2]1[CH:3]=[C:4]([NH:9][C:10]2[C:19]3[C:14](=[CH:15][C:16]([O:22][CH2:23][C:24]4[N:28]=[C:27]([CH:29]5[CH2:34][CH2:33][N:32](C(OC(C)(C)C)=O)[CH2:31][CH2:30]5)[O:26][N:25]=4)=[C:17]([O:20][CH3:21])[CH:18]=3)[N:13]=[CH:12][N:11]=2)[CH:5]=[CH:6][C:7]=1[Cl:8].Cl. (4) Given the product [F:44][C:45]1[CH:46]=[CH:47][C:48]([N:51]2[C:59]3[C:54](=[CH:55][C:56]([O:60][C@H:61]([C:65]4[CH:66]=[CH:67][CH:68]=[CH:69][CH:70]=4)[C@@H:62]([NH:64][C:41]([C:39]4[O:40][C:36]([CH3:35])=[N:37][N:38]=4)=[O:43])[CH3:63])=[CH:57][CH:58]=3)[CH:53]=[N:52]2)=[CH:49][CH:50]=1, predict the reactants needed to synthesize it. The reactants are: CN(C(ON1N=NC2C=CC=NC1=2)=[N+](C)C)C.F[P-](F)(F)(F)(F)F.C(N(C(C)C)C(C)C)C.[K+].[CH3:35][C:36]1[O:40][C:39]([C:41]([O-:43])=O)=[N:38][N:37]=1.[F:44][C:45]1[CH:50]=[CH:49][C:48]([N:51]2[C:59]3[C:54](=[CH:55][C:56]([O:60][C@@H:61]([C:65]4[CH:70]=[CH:69][CH:68]=[CH:67][CH:66]=4)[C@H:62]([NH2:64])[CH3:63])=[CH:57][CH:58]=3)[CH:53]=[N:52]2)=[CH:47][CH:46]=1.